The task is: Predict the reaction yield, written as a fraction of the theoretical maximum amount of product (1.0 means a 100% yield; for example, 0.34 means a 34% yield).. This data is from Reaction yield outcomes from USPTO patents with 853,638 reactions. (1) The reactants are C(=O)(OCC)[O:2][C:3]1[CH:8]=[C:7]([N+:9]([O-:11])=[O:10])[C:6]([CH3:12])=[CH:5][C:4]=1[CH:13]1[CH:20]2[CH2:21][CH:16]3[CH2:17][CH:18]([CH2:22][CH:14]1[CH2:15]3)[CH2:19]2.N1CCCCC1. The catalyst is C(Cl)Cl. The product is [CH:14]12[CH2:15][CH:16]3[CH2:17][CH:18]([CH2:19][CH:20]([CH2:21]3)[CH:13]1[C:4]1[CH:5]=[C:6]([CH3:12])[C:7]([N+:9]([O-:11])=[O:10])=[CH:8][C:3]=1[OH:2])[CH2:22]2. The yield is 0.770. (2) The reactants are [F:1][CH:2]([F:11])[C:3]([C:5]1[CH:10]=[CH:9][CH:8]=[CH:7][CH:6]=1)=[O:4].Br[C:13]1[C:18]([CH3:19])=[CH:17][C:16]([CH3:20])=[CH:15][C:14]=1[CH3:21]. No catalyst specified. The product is [F:1][C:2]([F:11])([C:13]1[C:18]([CH3:19])=[CH:17][C:16]([CH3:20])=[CH:15][C:14]=1[CH3:21])[C:3]([C:5]1[CH:6]=[CH:7][CH:8]=[CH:9][CH:10]=1)=[O:4]. The yield is 0.800. (3) The catalyst is C(Cl)Cl. The product is [CH3:35][S:32]([O:31][CH2:30][CH2:29][N:8]([CH2:7][CH2:6][O:5][S:2]([CH3:1])(=[O:4])=[O:3])[C:9]1[C:10]([S:25]([CH3:28])(=[O:26])=[O:27])=[CH:11][C:12]([N+:22]([O-:24])=[O:23])=[C:13]([CH:21]=1)[C:14]([OH:16])=[O:15])(=[O:34])=[O:33]. The yield is 1.00. The reactants are [CH3:1][S:2]([O:5][CH2:6][CH2:7][N:8]([CH2:29][CH2:30][O:31][S:32]([CH3:35])(=[O:34])=[O:33])[C:9]1[C:10]([S:25]([CH3:28])(=[O:27])=[O:26])=[CH:11][C:12]([N+:22]([O-:24])=[O:23])=[C:13]([CH:21]=1)[C:14]([O:16]C(C)(C)C)=[O:15])(=[O:4])=[O:3].C(O)(C(F)(F)F)=O. (4) The reactants are Br[C:2]1[CH:11]=[C:10]2[C:5]([CH:6]=[CH:7][NH:8][C:9]2=[O:12])=[C:4]([N+:13]([O-:15])=[O:14])[CH:3]=1.[CH3:16][N:17]1[CH:21]=[C:20]([CH3:22])[N:19]=[N:18]1.CCCCP(C12CC3CC(CC(C3)C1)C2)C12CC3CC(CC(C3)C1)C2.C([O-])(=O)C.[K+]. The catalyst is CC(O)(CC)C.C([O-])(=O)C.[Pd+2].C([O-])(=O)C. The product is [CH3:16][N:17]1[C:21]([C:2]2[CH:11]=[C:10]3[C:5]([CH:6]=[CH:7][NH:8][C:9]3=[O:12])=[C:4]([N+:13]([O-:15])=[O:14])[CH:3]=2)=[C:20]([CH3:22])[N:19]=[N:18]1. The yield is 0.600. (5) The reactants are Br[C:2]1[CH:7]=[CH:6][N:5]=[C:4]([NH:8][C:9](=[O:11])[CH3:10])[CH:3]=1.[CH3:12][C:13]1([CH3:29])[C:17]([CH3:19])([CH3:18])[O:16][B:15]([B:15]2[O:16][C:17]([CH3:19])([CH3:18])[C:13]([CH3:29])([CH3:12])[O:14]2)[O:14]1.CC([O-])=O.[K+]. The catalyst is C1C=CC(P(C2C=CC=CC=2)[C-]2C=CC=C2)=CC=1.C1C=CC(P(C2C=CC=CC=2)[C-]2C=CC=C2)=CC=1.Cl[Pd]Cl.[Fe+2].CN(C=O)C. The product is [CH3:12][C:13]1([CH3:29])[C:17]([CH3:19])([CH3:18])[O:16][B:15]([C:2]2[CH:7]=[CH:6][N:5]=[C:4]([NH:8][C:9](=[O:11])[CH3:10])[CH:3]=2)[O:14]1. The yield is 0.290. (6) The reactants are [CH:1]([C:4]1[N:5]=[C:6]([C:9]2[CH:18]=[C:17]([O:19][CH2:20][CH2:21][C@@H:22]3[NH:36][C:35](=[O:37])[N:34]([CH3:38])[CH2:33][CH2:32][CH2:31][CH2:30][CH:29]=[CH:28][C@H:27]4[C@@:25]([C:39]([OH:41])=O)([CH2:26]4)[NH:24][C:23]3=[O:42])[C:16]3[C:11](=[C:12]([Cl:45])[C:13]([O:43][CH3:44])=[CH:14][CH:15]=3)[N:10]=2)[S:7][CH:8]=1)([CH3:3])[CH3:2].[CH3:46][N:47]([CH3:52])[S:48]([NH2:51])(=[O:50])=[O:49]. No catalyst specified. The product is [Cl:45][C:12]1[C:13]([O:43][CH3:44])=[CH:14][CH:15]=[C:16]2[C:11]=1[N:10]=[C:9]([C:6]1[S:7][CH:8]=[C:4]([CH:1]([CH3:3])[CH3:2])[N:5]=1)[CH:18]=[C:17]2[O:19][CH2:20][CH2:21][C@@H:22]1[NH:36][C:35](=[O:37])[N:34]([CH3:38])[CH2:33][CH2:32][CH2:31][CH2:30][CH:29]=[CH:28][C@H:27]2[C@@:25]([C:39]([NH:51][S:48](=[O:50])(=[O:49])[N:47]([CH3:52])[CH3:46])=[O:41])([CH2:26]2)[NH:24][C:23]1=[O:42]. The yield is 0.470. (7) The reactants are Cl[C:2]1[C:7]2[N:8]=[C:9]([NH:12][C:13]3[CH:18]=[CH:17][C:16]([C:19]4[CH:20]=[N:21][N:22]([CH3:24])[CH:23]=4)=[CH:15][C:14]=3[O:25][CH2:26][CH3:27])[N:10]=[CH:11][C:6]=2[CH:5]=[CH:4][N:3]=1.[NH2:28][CH:29]1[CH2:34][CH2:33][O:32][CH2:31][CH2:30]1. No catalyst specified. The product is [CH2:26]([O:25][C:14]1[CH:15]=[C:16]([C:19]2[CH:20]=[N:21][N:22]([CH3:24])[CH:23]=2)[CH:17]=[CH:18][C:13]=1[NH:12][C:9]1[N:10]=[CH:11][C:6]2[CH:5]=[CH:4][N:3]=[C:2]([NH:28][CH:29]3[CH2:34][CH2:33][O:32][CH2:31][CH2:30]3)[C:7]=2[N:8]=1)[CH3:27]. The yield is 0.0900. (8) The reactants are C([C@@:5]12[N:12]([C:13]([OH:15])=[O:14])[C@@H:9]([CH2:10][CH2:11]1)[CH2:8][CH:7](C(=O)CCC=C)[CH2:6]2)(C)(C)C.C([O-])(=O)C.[NH4+].C([N+]#[C-])(C)(C)C. The catalyst is FC(F)(F)CO.O. The product is [CH:9]12[N:12]([C:13]([OH:15])=[O:14])[CH:5]([CH2:11][CH2:10]1)[CH2:6][CH2:7][CH2:8]2. The yield is 0.890. (9) The reactants are [CH:1]1[C:10]2[C:5](=[CH:6][CH:7]=[CH:8][CH:9]=2)[CH:4]=[C:3]([C:11]([OH:13])=O)[N:2]=1.CN(C(ON1N=NC2C=CC=CC1=2)=[N+](C)C)C.F[P-](F)(F)(F)(F)F.CCN(C(C)C)C(C)C.[CH3:47][O:48][C:49]([C:51]1[C:59]2[N:58]=[C:57]([NH2:60])[NH:56][C:55]=2[C:54]([F:61])=[C:53]([O:62][CH3:63])[C:52]=1[F:64])=[O:50]. The catalyst is CN(C=O)C. The product is [CH3:47][O:48][C:49]([C:51]1[C:59]2[NH:58][C:57]([NH:60][C:11]([C:3]3[N:2]=[CH:1][C:10]4[C:5]([CH:4]=3)=[CH:6][CH:7]=[CH:8][CH:9]=4)=[O:13])=[N:56][C:55]=2[C:54]([F:61])=[C:53]([O:62][CH3:63])[C:52]=1[F:64])=[O:50]. The yield is 0.490.